From a dataset of Peptide-MHC class I binding affinity with 185,985 pairs from IEDB/IMGT. Regression. Given a peptide amino acid sequence and an MHC pseudo amino acid sequence, predict their binding affinity value. This is MHC class I binding data. The peptide sequence is GLSRYVARL. The MHC is HLA-A02:03 with pseudo-sequence HLA-A02:03. The binding affinity (normalized) is 0.733.